Dataset: Forward reaction prediction with 1.9M reactions from USPTO patents (1976-2016). Task: Predict the product of the given reaction. (1) The product is: [ClH:1].[CH:17]([NH:16][C:14]1[N:13]([CH3:20])[C:12]2[CH:21]=[CH:22][C:9]([N:8]([CH3:23])[C:6]3[CH:5]=[CH:4][N:3]=[C:2]([NH:24][C:25]4[CH:26]=[C:27]([S:31]([NH2:34])(=[O:32])=[O:33])[CH:28]=[CH:29][CH:30]=4)[N:7]=3)=[CH:10][C:11]=2[N:15]=1)([CH3:19])[CH3:18]. Given the reactants [Cl:1][C:2]1[N:7]=[C:6]([N:8]([CH3:23])[C:9]2[CH:22]=[CH:21][C:12]3[N:13]([CH3:20])[C:14]([NH:16][CH:17]([CH3:19])[CH3:18])=[N:15][C:11]=3[CH:10]=2)[CH:5]=[CH:4][N:3]=1.[NH2:24][C:25]1[CH:26]=[C:27]([S:31]([NH2:34])(=[O:33])=[O:32])[CH:28]=[CH:29][CH:30]=1, predict the reaction product. (2) Given the reactants [CH3:1][O:2][C:3](=[O:20])[CH2:4][CH:5]([C:12]1[CH:17]=[CH:16][C:15]([O:18][CH3:19])=[CH:14][CH:13]=1)[C:6]1[CH:11]=[CH:10][CH:9]=[CH:8][CH:7]=1.Cl[S:22]([OH:25])(=[O:24])=[O:23], predict the reaction product. The product is: [CH3:1][O:2][C:3](=[O:20])[CH2:4][CH:5]([C:12]1[CH:13]=[CH:14][C:15]([O:18][CH3:19])=[C:16]([S:22]([OH:25])(=[O:24])=[O:23])[CH:17]=1)[C:6]1[CH:11]=[CH:10][CH:9]=[CH:8][CH:7]=1. (3) Given the reactants [O:1]1[C:5]2[CH:6]=[CH:7][C:8]([C:10]3[NH:14][N:13]=[N:12][N:11]=3)=[CH:9][C:4]=2[O:3][CH2:2]1.Cl[CH2:16][C:17]([O:19][CH2:20][CH3:21])=[O:18].C(=O)([O-])[O-].[K+].[K+], predict the reaction product. The product is: [CH2:20]([O:19][C:17](=[O:18])[CH2:16][N:11]1[C:10]([C:8]2[CH:7]=[CH:6][C:5]3[O:1][CH2:2][O:3][C:4]=3[CH:9]=2)=[N:14][N:13]=[N:12]1)[CH3:21]. (4) Given the reactants [O:1]1[CH2:6][CH2:5][CH2:4][C:3](=O)[CH2:2]1.[O:8]1[CH2:12][CH2:11][CH2:10][C@@H:9]1[CH2:13][NH2:14].[S-:15][C:16]#[N:17].[K+].II, predict the reaction product. The product is: [O:8]1[CH2:12][CH2:11][CH2:10][C@@H:9]1[CH2:13][N:14]1[C:3]2[CH2:2][O:1][CH2:6][CH2:5][C:4]=2[S:15][C:16]1=[NH:17]. (5) Given the reactants [N+:1]([C:4]1[CH:12]=[CH:11][CH:10]=[CH:9][C:5]=1[C:6](Cl)=[O:7])([O-:3])=[O:2].[N:13]1[CH:18]=[CH:17][CH:16]=[CH:15][C:14]=1[CH2:19][C:20]([N:22]1[C:30]2[C:25](=[CH:26][C:27]([NH2:31])=[CH:28][CH:29]=2)[CH2:24][CH2:23]1)=[O:21].C(N(CC)CC)C.C(=O)([O-])[O-].[K+].[K+], predict the reaction product. The product is: [N+:1]([C:4]1[CH:12]=[CH:11][CH:10]=[CH:9][C:5]=1[C:6]([NH:31][C:27]1[CH:26]=[C:25]2[C:30](=[CH:29][CH:28]=1)[N:22]([C:20](=[O:21])[CH2:19][C:14]1[CH:15]=[CH:16][CH:17]=[CH:18][N:13]=1)[CH2:23][CH2:24]2)=[O:7])([O-:3])=[O:2]. (6) The product is: [CH3:1][S:2]([N:5]1[CH2:10][CH2:9][O:8][C@H:7]([CH2:11][O:12][C:13]2[C:18]3=[N:19][CH:20]=[CH:21][N:22]=[C:17]3[CH:16]=[C:15]([C:23]3[CH:28]=[CH:27][C:26]([CH:29]([OH:31])[CH3:30])=[CH:25][CH:24]=3)[N:14]=2)[CH2:6]1)(=[O:4])=[O:3]. Given the reactants [CH3:1][S:2]([N:5]1[CH2:10][CH2:9][O:8][C@H:7]([CH2:11][O:12][C:13]2[C:18]3=[N:19][CH:20]=[CH:21][N:22]=[C:17]3[CH:16]=[C:15]([C:23]3[CH:28]=[CH:27][C:26]([C:29](=[O:31])[CH3:30])=[CH:25][CH:24]=3)[N:14]=2)[CH2:6]1)(=[O:4])=[O:3].CC(C[AlH]CC(C)C)C, predict the reaction product. (7) Given the reactants [S:1]1[C:5]([C:6]2[N:10]3[CH2:11][CH2:12][NH:13][CH2:14][C:9]3=[N:8][N:7]=2)=[N:4][CH:3]=[N:2]1.C(N(CC)CC)C.[Cl:22][C:23]1[C:24]([CH3:33])=[C:25]([CH:29]=[CH:30][C:31]=1[F:32])[C:26](Cl)=[O:27].C([O-])(O)=O.[Na+], predict the reaction product. The product is: [Cl:22][C:23]1[C:24]([CH3:33])=[C:25]([C:26]([N:13]2[CH2:12][CH2:11][N:10]3[C:6]([C:5]4[S:1][N:2]=[CH:3][N:4]=4)=[N:7][N:8]=[C:9]3[CH2:14]2)=[O:27])[CH:29]=[CH:30][C:31]=1[F:32]. (8) Given the reactants [C:1]([C:3]1[CH:8]=[CH:7][C:6]([CH:9]2[C:14]([C:15]([O:17]CC)=[O:16])=[C:13]([CH3:20])[N:12]([C:21]3[CH:26]=[CH:25][CH:24]=[C:23]([C:27]([F:30])([F:29])[F:28])[CH:22]=3)[C:11](=[O:31])[N:10]2[CH2:32][C:33]2[CH:38]=[CH:37][C:36](/[CH:39]=[CH:40]/[C:41]([O:43]CC)=[O:42])=[CH:35][CH:34]=2)=[CH:5][CH:4]=1)#[N:2].[OH-].[Na+].Cl, predict the reaction product. The product is: [C:41](/[CH:40]=[CH:39]/[C:36]1[CH:37]=[CH:38][C:33]([CH2:32][N:10]2[CH:9]([C:6]3[CH:5]=[CH:4][C:3]([C:1]#[N:2])=[CH:8][CH:7]=3)[C:14]([C:15]([OH:17])=[O:16])=[C:13]([CH3:20])[N:12]([C:21]3[CH:26]=[CH:25][CH:24]=[C:23]([C:27]([F:29])([F:28])[F:30])[CH:22]=3)[C:11]2=[O:31])=[CH:34][CH:35]=1)([OH:43])=[O:42].